From a dataset of Experimentally validated miRNA-target interactions with 360,000+ pairs, plus equal number of negative samples. Binary Classification. Given a miRNA mature sequence and a target amino acid sequence, predict their likelihood of interaction. (1) Result: 0 (no interaction). The miRNA is hsa-miR-4423-5p with sequence AGUUGCCUUUUUGUUCCCAUGC. The protein sequence of the target gene is MNEPTVQPSRTSSAPASPASPRGWSDFCEQHAAAAARELARQYWLFARAHPQPPRADLVSLQFAELFQRHFCREVRESLAGPPGHDYRATAPPRPALPKARSSEDLGPRPACALQHLRRGLRQLFRRRSAGELPGATSDTNDIDTTAASRPGPARKLLPWGLREPPTEALKEVVLRYSLADEAAMDSGARWQRGRLVLRSPGPGHSHFLQLFDPPKSSKPKLQEACSSIREVRPCTRLEMPDNLYTFVLKVQDQTDIIFEVGDEQQLNSWLAELRASTGLGLEHPDTELPLSLAAEPGPA.... (2) Result: 1 (interaction). The miRNA is hsa-miR-4786-5p with sequence UGAGACCAGGACUGGAUGCACC. The protein sequence of the target gene is MRKQEVRTGREAGQGHGTGSPAEQVKALMDLLAGKGSQGSQAPQALDRTPDAPLGPCSNDSRIQRHRKALLSKVGGGPELGGPWHRLASLLLVEGLTDLQLREHDFTQVEATRGGGHPARTVALDRLFLPLSRVSVPPRVSITIGVAGMGKTTLVRHFVRLWAHGQVGKDFSLVLPLTFRDLNTHEKLCADRLICSVFPHVGEPSLAVAVPARALLILDGLDECRTPLDFSNTVACTDPKKEIPVDHLITNIIRGNLFPEVSIWITSRPSASGQIPGGLVDRMTEIRGFNEEEIKVCLEQ.... (3) The miRNA is mmu-miR-873a-5p with sequence GCAGGAACUUGUGAGUCUCCU. The protein sequence of the target gene is MDVRFYPAAAGDPASLDFAQCLGYYGYSKFGNNNNYMNMAEANNAFFAASEQTFHTPSLGDEEFEIPPITPPPESDPALGMPDVLLPFQALSDPLPSQGSEFTPQFPPQSLDLPSITISRNLVEQDGVLHSSGLHMDQSHTQVSQYRQDPSLIMRSIVHMTDAARSGVMPPAQLTTINQSQLSAQLGLNLGGASMPHTSPSPPASKSATPSPSSSINEEDADEANRAIGEKRAAPDSGKKPKTPKKKKKKDPNEPQKPVSAYALFFRDTQAAIKGQNPNATFGEVSKIVASMWDSLGEEQ.... Result: 0 (no interaction). (4) The miRNA is hsa-miR-4421 with sequence ACCUGUCUGUGGAAAGGAGCUA. The protein sequence of the target gene is MGAPHWWDQLQAGSSEVDWCEDNYTIVPAIAEFYNTISNVLFFILPPICMCLFRQYATCFNSGIYLIWTLLVVVGIGSVYFHATLSFLGQMLDELAVLWVLMCALAMWFPRRYLPKIFRNDRGRFKVVVSVLSAVTTCLAFVKPAINNISLMTLGVPCTALLIAELKRCDNMRVFKLGLFSGLWWTLALFCWISDRAFCELLSSFNFPYLHCMWHILICLAAYLGCVCFAYFDAASEIPEQGPVIKFWPNEKWAFIGVPYVSLLCANKKSSVKIT. Result: 0 (no interaction). (5) The miRNA is hsa-miR-379-5p with sequence UGGUAGACUAUGGAACGUAGG. The protein sequence of the target gene is MAAAAAAAVAGVGRGGGGAEPRQERSRARGWAGVERSEGRRMEPGEELEEEGSPGGREDGFTAEHLAAEAMAADMDPWLVFDARTTPATELDAWLAKYPPSQVTRYGDPGSPNSEPVGWIAVYGQGYSPNSGDVQGLQAAWEALQTSGRPITPGTLRQLAITHHVLSGKWLMHLAPGFKLDHAWAGIARAVVEGQLQVAKVSPRAKEGGRQVICVYTDDFTDRLGVLEADSAIRAAGIKCLLTYKPDVYTYLGIYRANRWHLCPTLYESRFQLGGSARGSRVLDRANNVELT. Result: 0 (no interaction). (6) The miRNA is hsa-miR-7162-5p with sequence UGCUUCCUUUCUCAGCUG. The protein sequence of the target gene is MLPSASRERPGYRAGVAAPDLLDPKSAAQNSKPRLSFSTKPTVLASRVESDTTINVMKWKTVSTIFLVVVLYLIIGATVFKALEQPHEISQRTTIVIQKQTFISQHSCVNSTELDELIQQIVAAINAGIIPLGNTSNQISHWDLGSSFFFAGTVITTIGFGNISPRTEGGKIFCIIYALLGIPLFGFLLAGVGDQLGTIFGKGIAKVEDTFIKWNVSQTKIRIISTIIFILFGCVLFVALPAIIFKHIEGWSALDAIYFVVITLTTIGFGDYVAGGSDIEYLDFYKPVVWFWILVGLAYF.... Result: 0 (no interaction). (7) The miRNA is hsa-miR-6131 with sequence GGCUGGUCAGAUGGGAGUG. The protein sequence of the target gene is MRLPGVPLARPALLLLLPLLAPLLGTGAPAELRVRVRLPDGQVTEESLQADSDADSISLELRKPDGTLVSFTADFKKDVKVFRALILGELEKGQSQFQALCFVTQLQHNEIIPSEAMAKLRQKNPRAVRQAEEVRGLEHLHMDVAVNFSQGALLSPHLHNVCAEAVDAIYTRQEDVRFWLEQGVDSSVFEALPKASEQAELPRCRQVGDHGKPCVCRYGLSLAWYPCMLKYCHSRDRPTPYKCGIRSCQKSYSFDFYVPQRQLCLWDEDPYPG. Result: 0 (no interaction).